Dataset: Full USPTO retrosynthesis dataset with 1.9M reactions from patents (1976-2016). Task: Predict the reactants needed to synthesize the given product. Given the product [CH2:1]([O:8][C:9]1[C:18]([N:19]([CH3:20])[CH3:21])=[CH:17][CH:16]=[CH:15][C:10]=1[CH2:11][OH:12])[C:2]1[CH:3]=[CH:4][CH:5]=[CH:6][CH:7]=1, predict the reactants needed to synthesize it. The reactants are: [CH2:1]([O:8][C:9]1[C:18]([N:19]([CH3:21])[CH3:20])=[CH:17][CH:16]=[CH:15][C:10]=1[C:11](OC)=[O:12])[C:2]1[CH:7]=[CH:6][CH:5]=[CH:4][CH:3]=1.[Li+].[BH4-].